Dataset: Forward reaction prediction with 1.9M reactions from USPTO patents (1976-2016). Task: Predict the product of the given reaction. Given the reactants [NH2:1][C:2]1[CH:3]=[CH:4][C:5]([O:8][C:9]2[CH:10]=[C:11]3[C:16](=[CH:17][CH:18]=2)[O:15][CH:14]([C:19]2[CH:24]=[CH:23][CH:22]=[CH:21][CH:20]=2)[CH2:13][CH2:12]3)=[N:6][CH:7]=1.[N+]([C:28]1[CH:29]=[CH:30][C:31]([O:34]C2C=C3C(=CC=2)OC(C2C=CC=CC=2)CC3)=[N:32][CH:33]=1)([O-])=O, predict the reaction product. The product is: [N:32]1[CH:33]=[CH:28][CH:29]=[CH:30][C:31]=1[O:34][C:23]1[CH:24]=[C:19]([CH:14]2[CH2:13][CH2:12][C:11]3[C:16](=[CH:17][CH:18]=[C:9]([O:8][C:5]4[N:6]=[CH:7][C:2]([NH2:1])=[CH:3][CH:4]=4)[CH:10]=3)[O:15]2)[CH:20]=[CH:21][CH:22]=1.